This data is from Full USPTO retrosynthesis dataset with 1.9M reactions from patents (1976-2016). The task is: Predict the reactants needed to synthesize the given product. (1) Given the product [Cl:1][C:2]1[CH:9]=[C:8]([N:10]([C@H:11]2[CH2:15][CH2:14][N:13]([S:26]([CH:23]3[CH2:25][CH2:24]3)(=[O:28])=[O:27])[CH2:12]2)[CH2:16][C:17]2[CH:18]=[CH:19][CH:20]=[CH:21][CH:22]=2)[CH:7]=[CH:6][C:3]=1[C:4]#[N:5], predict the reactants needed to synthesize it. The reactants are: [Cl:1][C:2]1[CH:9]=[C:8]([N:10]([CH2:16][C:17]2[CH:22]=[CH:21][CH:20]=[CH:19][CH:18]=2)[C@H:11]2[CH2:15][CH2:14][NH:13][CH2:12]2)[CH:7]=[CH:6][C:3]=1[C:4]#[N:5].[CH:23]1([S:26](Cl)(=[O:28])=[O:27])[CH2:25][CH2:24]1. (2) The reactants are: [CH3:1][O:2][C:3](=[O:53])[C@H:4]([CH2:17][C:18]1[CH:23]=[CH:22][C:21]([NH:24][C:25](=[O:52])[C@H:26]([NH:34]C(OCC2C3C(=CC=CC=3)C3C2=CC=CC=3)=O)[CH2:27][C:28]2[CH:29]=[N:30][CH:31]=[CH:32][CH:33]=2)=[CH:20][CH:19]=1)[NH:5][C:6]([C:8]1[C:13]([CH3:14])=[CH:12][CH:11]=[CH:10][C:9]=1[CH2:15][CH3:16])=[S:7].N1CCCCC1. Given the product [CH3:1][O:2][C:3](=[O:53])[C@H:4]([CH2:17][C:18]1[CH:23]=[CH:22][C:21]([NH:24][C:25](=[O:52])[C@H:26]([NH2:34])[CH2:27][C:28]2[CH:29]=[N:30][CH:31]=[CH:32][CH:33]=2)=[CH:20][CH:19]=1)[NH:5][C:6]([C:8]1[C:13]([CH3:14])=[CH:12][CH:11]=[CH:10][C:9]=1[CH2:15][CH3:16])=[S:7], predict the reactants needed to synthesize it. (3) Given the product [N:1]1([CH2:6][C:7]2[CH:12]=[CH:11][C:10]([CH2:13][CH2:14][NH:15][C:26](=[O:27])[C:25]3[CH:29]=[CH:30][C:22]([O:21][CH2:20][CH2:19][CH2:18][C:17]([F:32])([F:31])[F:16])=[CH:23][CH:24]=3)=[CH:9][CH:8]=2)[CH2:5][CH2:4][CH2:3][CH2:2]1, predict the reactants needed to synthesize it. The reactants are: [N:1]1([CH2:6][C:7]2[CH:12]=[CH:11][C:10]([CH2:13][CH2:14][NH2:15])=[CH:9][CH:8]=2)[CH2:5][CH2:4][CH2:3][CH2:2]1.[F:16][C:17]([F:32])([F:31])[CH2:18][CH2:19][CH2:20][O:21][C:22]1[CH:30]=[CH:29][C:25]([C:26](O)=[O:27])=[CH:24][CH:23]=1.